Dataset: Catalyst prediction with 721,799 reactions and 888 catalyst types from USPTO. Task: Predict which catalyst facilitates the given reaction. (1) Reactant: [F:1][C:2]([F:22])([F:21])[C:3]([N:5]1[CH2:11][CH:10]([CH:12]2[CH2:14][CH2:13]2)[C:9]2[CH:15]=[CH:16][C:17]([O:19][CH3:20])=[CH:18][C:8]=2[CH2:7][CH2:6]1)=[O:4].[Br:23]N1C(=O)CCC1=O. Product: [F:22][C:2]([F:1])([F:21])[C:3]([N:5]1[CH2:11][CH:10]([CH:12]2[CH2:14][CH2:13]2)[C:9]2[CH:15]=[C:16]([Br:23])[C:17]([O:19][CH3:20])=[CH:18][C:8]=2[CH2:7][CH2:6]1)=[O:4]. The catalyst class is: 10. (2) Reactant: [Cl:1][C:2]1[N:7]=[C:6]([C:8]([OH:10])=O)[CH:5]=[CH:4][CH:3]=1.F[P-](F)(F)(F)(F)F.N1(OC(N(C)C)=[N+](C)C)C2N=CC=CC=2N=N1.CCN(C(C)C)C(C)C.[NH:44]1[C:52]2[C:47](=[C:48]([C:53]3[CH:54]=[C:55]([NH2:62])[C:56]4[CH:57]=[N:58][NH:59][C:60]=4[CH:61]=3)[CH:49]=[CH:50][CH:51]=2)[CH:46]=[CH:45]1. The catalyst class is: 3. Product: [Cl:1][C:2]1[N:7]=[C:6]([C:8]([NH:62][C:55]2[CH:54]=[C:53]([C:48]3[CH:49]=[CH:50][CH:51]=[C:52]4[C:47]=3[CH:46]=[CH:45][NH:44]4)[CH:61]=[C:60]3[C:56]=2[CH:57]=[N:58][NH:59]3)=[O:10])[CH:5]=[CH:4][CH:3]=1. (3) Reactant: [CH2:1]([N:3]([CH2:18][CH3:19])[C:4](=[O:17])[CH2:5][N:6]1[C:14]2[C:9](=[CH:10][CH:11]=[CH:12][CH:13]=2)[C:8]([CH:15]=O)=[CH:7]1)[CH3:2].N1CCCCC1.[Cl-:26].[CH2:27]1[C:35]2[N+:30](=[CH:31][CH:32]=[CH:33][CH:34]=2)[CH2:29][CH2:28]1.C(OCC)(=O)C. Product: [Cl-:26].[CH2:1]([N:3]([CH2:18][CH3:19])[C:4](=[O:17])[CH2:5][N:6]1[C:14]2[C:9](=[CH:10][CH:11]=[CH:12][CH:13]=2)[C:8]([CH:15]=[C:27]2[C:35]3[N+:30](=[CH:31][CH:32]=[CH:33][CH:34]=3)[CH2:29][CH2:28]2)=[CH:7]1)[CH3:2]. The catalyst class is: 32. (4) Reactant: [CH2:1]([CH:19]([N:38]=[N+:39]=[N-:40])[CH2:20][CH2:21][CH2:22][CH2:23][CH2:24][CH2:25][CH2:26][CH2:27]/[CH:28]=[CH:29]\[CH2:30]/[CH:31]=[CH:32]\[CH2:33][CH2:34][CH2:35][CH2:36][CH3:37])[CH2:2][CH2:3][CH2:4][CH2:5][CH2:6][CH2:7][CH2:8]/[CH:9]=[CH:10]\[CH2:11]/[CH:12]=[CH:13]\[CH2:14][CH2:15][CH2:16][CH2:17][CH3:18].[CH3:41][N:42]([CH3:46])[CH2:43][C:44]#[CH:45].O=C1O[C@H]([C@H](CO)O)C([O-])=C1O.[Na+]. Product: [CH3:18][CH2:17][CH2:16][CH2:15][CH2:14]/[CH:13]=[CH:12]\[CH2:11]/[CH:10]=[CH:9]\[CH2:8][CH2:7][CH2:6][CH2:5][CH2:4][CH2:3][CH2:2][CH2:1][CH:19]([N:38]1[CH:45]=[C:44]([CH2:43][N:42]([CH3:46])[CH3:41])[N:40]=[N:39]1)[CH2:20][CH2:21][CH2:22][CH2:23][CH2:24][CH2:25][CH2:26][CH2:27]/[CH:28]=[CH:29]\[CH2:30]/[CH:31]=[CH:32]\[CH2:33][CH2:34][CH2:35][CH2:36][CH3:37]. The catalyst class is: 878.